From a dataset of NCI-60 drug combinations with 297,098 pairs across 59 cell lines. Regression. Given two drug SMILES strings and cell line genomic features, predict the synergy score measuring deviation from expected non-interaction effect. (1) Drug 1: CC1OCC2C(O1)C(C(C(O2)OC3C4COC(=O)C4C(C5=CC6=C(C=C35)OCO6)C7=CC(=C(C(=C7)OC)O)OC)O)O. Drug 2: C1=NC(=NC(=O)N1C2C(C(C(O2)CO)O)O)N. Cell line: SNB-75. Synergy scores: CSS=7.77, Synergy_ZIP=-3.85, Synergy_Bliss=-3.30, Synergy_Loewe=-6.63, Synergy_HSA=-5.09. (2) Drug 1: CC1=CC=C(C=C1)C2=CC(=NN2C3=CC=C(C=C3)S(=O)(=O)N)C(F)(F)F. Drug 2: C(=O)(N)NO. Cell line: SN12C. Synergy scores: CSS=-2.14, Synergy_ZIP=3.04, Synergy_Bliss=2.91, Synergy_Loewe=0.629, Synergy_HSA=-0.968. (3) Drug 1: CC1C(C(CC(O1)OC2CC(CC3=C2C(=C4C(=C3O)C(=O)C5=C(C4=O)C(=CC=C5)OC)O)(C(=O)CO)O)N)O.Cl. Drug 2: CC(CN1CC(=O)NC(=O)C1)N2CC(=O)NC(=O)C2. Cell line: SN12C. Synergy scores: CSS=8.40, Synergy_ZIP=2.14, Synergy_Bliss=4.42, Synergy_Loewe=7.59, Synergy_HSA=4.85. (4) Cell line: SR. Drug 1: CC1=C(C=C(C=C1)C(=O)NC2=CC(=CC(=C2)C(F)(F)F)N3C=C(N=C3)C)NC4=NC=CC(=N4)C5=CN=CC=C5. Synergy scores: CSS=10.9, Synergy_ZIP=13.4, Synergy_Bliss=24.4, Synergy_Loewe=2.25, Synergy_HSA=3.61. Drug 2: CS(=O)(=O)CCNCC1=CC=C(O1)C2=CC3=C(C=C2)N=CN=C3NC4=CC(=C(C=C4)OCC5=CC(=CC=C5)F)Cl. (5) Drug 1: CN1CCC(CC1)COC2=C(C=C3C(=C2)N=CN=C3NC4=C(C=C(C=C4)Br)F)OC. Drug 2: CCCCCOC(=O)NC1=NC(=O)N(C=C1F)C2C(C(C(O2)C)O)O. Cell line: SW-620. Synergy scores: CSS=2.92, Synergy_ZIP=0.744, Synergy_Bliss=0.534, Synergy_Loewe=-7.52, Synergy_HSA=-2.61. (6) Drug 1: C1C(C(OC1N2C=NC3=C(N=C(N=C32)Cl)N)CO)O. Drug 2: CS(=O)(=O)OCCCCOS(=O)(=O)C. Cell line: MCF7. Synergy scores: CSS=0.0290, Synergy_ZIP=3.98, Synergy_Bliss=6.54, Synergy_Loewe=-0.623, Synergy_HSA=-0.158. (7) Drug 1: CC1=C2C(C(=O)C3(C(CC4C(C3C(C(C2(C)C)(CC1OC(=O)C(C(C5=CC=CC=C5)NC(=O)OC(C)(C)C)O)O)OC(=O)C6=CC=CC=C6)(CO4)OC(=O)C)OC)C)OC. Drug 2: CC(C)NC(=O)C1=CC=C(C=C1)CNNC.Cl. Cell line: OVCAR-5. Synergy scores: CSS=38.7, Synergy_ZIP=0.318, Synergy_Bliss=-2.07, Synergy_Loewe=-33.3, Synergy_HSA=-2.12. (8) Drug 1: C1=C(C(=O)NC(=O)N1)F. Drug 2: CC1=C2C(C(=O)C3(C(CC4C(C3C(C(C2(C)C)(CC1OC(=O)C(C(C5=CC=CC=C5)NC(=O)OC(C)(C)C)O)O)OC(=O)C6=CC=CC=C6)(CO4)OC(=O)C)O)C)O. Cell line: HOP-92. Synergy scores: CSS=42.3, Synergy_ZIP=-7.54, Synergy_Bliss=-2.59, Synergy_Loewe=5.56, Synergy_HSA=6.09.